The task is: Predict the product of the given reaction.. This data is from Forward reaction prediction with 1.9M reactions from USPTO patents (1976-2016). (1) Given the reactants [CH3:1][C:2]1[CH2:3][CH:4]([CH2:8][OH:9])[CH2:5][C:6]=1[CH3:7].[S:10](Cl)([C:13]1[CH:19]=[CH:18][C:16]([CH3:17])=[CH:15][CH:14]=1)(=[O:12])=[O:11].CCN(CC)CC, predict the reaction product. The product is: [CH3:17][C:16]1[CH:18]=[CH:19][C:13]([S:10]([O:9][CH2:8][CH:4]2[CH2:5][C:6]([CH3:7])=[C:2]([CH3:1])[CH2:3]2)(=[O:12])=[O:11])=[CH:14][CH:15]=1. (2) Given the reactants [F:1][C:2]1[CH:3]=[C:4]([CH:20]=[CH:21][CH:22]=1)[CH2:5][O:6][C:7]1[CH:19]=[CH:18][C:10]([CH2:11][NH:12][C@@H:13]([CH3:17])[C:14]([NH2:16])=[O:15])=[CH:9][CH:8]=1.[CH3:23][S:24]([OH:27])(=[O:26])=[O:25], predict the reaction product. The product is: [CH3:23][S:24]([OH:27])(=[O:26])=[O:25].[F:1][C:2]1[CH:3]=[C:4]([CH:20]=[CH:21][CH:22]=1)[CH2:5][O:6][C:7]1[CH:8]=[CH:9][C:10]([CH2:11][NH:12][C@@H:13]([CH3:17])[C:14]([NH2:16])=[O:15])=[CH:18][CH:19]=1. (3) Given the reactants [CH3:1][C:2]1[N:3]=[C:4]2[N:13]3[C:8]([C:9](=[O:27])[N:10]([CH2:15][CH2:16][CH2:17][CH2:18][NH:19][S:20]([C:23]([F:26])([F:25])[F:24])(=[O:22])=[O:21])[C:11](=[O:14])[C:12]=13)=[CH:7][CH:6]=[CH:5]2.[ClH:28], predict the reaction product. The product is: [ClH:28].[CH3:1][C:2]1[N:3]=[C:4]2[N:13]3[C:8]([C:9](=[O:27])[N:10]([CH2:15][CH2:16][CH2:17][CH2:18][NH:19][S:20]([C:23]([F:25])([F:26])[F:24])(=[O:21])=[O:22])[C:11](=[O:14])[C:12]=13)=[CH:7][CH:6]=[CH:5]2. (4) Given the reactants [NH:1]1[CH2:6][CH2:5][CH2:4][C@@H:3]([NH:7][C:8]([C:10]2[N:17]3[C:13]([S:14][CH:15]=[CH:16]3)=[N:12][C:11]=2[CH3:18])=[O:9])[CH2:2]1.[CH3:19][C:20]1[CH:21]=[C:22]([C:26]2[C:27]([C:32](O)=[O:33])=[CH:28][CH:29]=[CH:30][CH:31]=2)[CH:23]=[CH:24][CH:25]=1, predict the reaction product. The product is: [CH3:19][C:20]1[CH:21]=[C:22]([C:26]2[C:27]([C:32]([N:1]3[CH2:6][CH2:5][CH2:4][C@@H:3]([NH:7][C:8]([C:10]4[N:17]5[C:13]([S:14][CH:15]=[CH:16]5)=[N:12][C:11]=4[CH3:18])=[O:9])[CH2:2]3)=[O:33])=[CH:28][CH:29]=[CH:30][CH:31]=2)[CH:23]=[CH:24][CH:25]=1. (5) Given the reactants [CH3:1][C:2]1[CH:3]=[CH:4][C:5]([N:8]2[CH2:13][CH2:12][CH:11]([C:14]([OH:16])=O)[CH2:10][CH2:9]2)=[N:6][CH:7]=1.C(Cl)(=O)C(Cl)=O.[CH3:23][C:24]1[CH:25]=[CH:26][C:27]2[NH:36][CH2:35][CH2:34][C:33]3[N:32]=[C:31]([N:37]4[CH2:42][CH2:41][O:40][CH2:39][CH2:38]4)[NH:30][C:29]=3[C:28]=2[CH:43]=1.CC#N, predict the reaction product. The product is: [CH3:23][C:24]1[CH:25]=[CH:26][C:27]2[N:36]([C:14]([CH:11]3[CH2:10][CH2:9][N:8]([C:5]4[CH:4]=[CH:3][C:2]([CH3:1])=[CH:7][N:6]=4)[CH2:13][CH2:12]3)=[O:16])[CH2:35][CH2:34][C:33]3[N:32]=[C:31]([N:37]4[CH2:38][CH2:39][O:40][CH2:41][CH2:42]4)[NH:30][C:29]=3[C:28]=2[CH:43]=1. (6) Given the reactants [C:1]12([C:11]3[CH:21]=[CH:20][C:14]([O:15][CH2:16][C:17]([OH:19])=O)=[CH:13][CH:12]=3)[CH2:10][CH:5]3[CH2:6][CH:7]([CH2:9][CH:3]([CH2:4]3)[CH2:2]1)[CH2:8]2.[O:22]1[CH:26]=[CH:25][CH:24]=[C:23]1[CH2:27][NH2:28], predict the reaction product. The product is: [C:1]12([C:11]3[CH:12]=[CH:13][C:14]([O:15][CH2:16][C:17]([NH:28][CH2:27][C:23]4[O:22][CH:26]=[CH:25][CH:24]=4)=[O:19])=[CH:20][CH:21]=3)[CH2:8][CH:7]3[CH2:6][CH:5]([CH2:4][CH:3]([CH2:9]3)[CH2:2]1)[CH2:10]2. (7) Given the reactants [CH:1]1[C:6]([N+:7]([O-:9])=[O:8])=[CH:5][C:4]([N+:10]([O-:12])=[O:11])=[C:3]([Cl:13])[CH:2]=1.[CH3:14][CH2:15][N:16]([C:24](/[CH:26]=[CH:27]/[CH3:28])=[O:25])[C:17]1[CH:18]=[CH:19][CH:20]=[CH:21][C:22]=1[CH3:23], predict the reaction product. The product is: [CH:1]1[C:6]([N+:7]([O-:9])=[O:8])=[CH:5][C:4]([N+:10]([O-:12])=[O:11])=[C:3]([Cl:13])[CH:2]=1.[CH3:14][CH2:15][N:16]([C:24](/[CH:26]=[CH:27]/[CH3:28])=[O:25])[C:17]1[CH:18]=[CH:19][CH:20]=[CH:21][C:22]=1[CH3:23].